From a dataset of Full USPTO retrosynthesis dataset with 1.9M reactions from patents (1976-2016). Predict the reactants needed to synthesize the given product. (1) Given the product [CH3:24][C:18]1([OH:21])[CH2:14][CH2:13][N:12]([C:2]2[CH:7]=[N:6][C:5]([N+:8]([O-:10])=[O:9])=[CH:4][CH:3]=2)[CH2:16]1, predict the reactants needed to synthesize it. The reactants are: Br[C:2]1[CH:3]=[CH:4][C:5]([N+:8]([O-:10])=[O:9])=[N:6][CH:7]=1.Cl.[N:12]1(O)[CH2:16]C[CH2:14][CH2:13]1.[C:18]([O-:21])([O-])=O.[K+].[K+].[CH3:24]N(C=O)C. (2) Given the product [OH:37][C:24]1[C:23](=[O:22])[N:12]([C:13]2[N:14]=[N:15][C:16]([CH3:19])=[CH:17][CH:18]=2)[CH:10]([C:7]2[CH:6]=[CH:5][C:4]([CH:1]([CH3:2])[CH3:3])=[CH:9][N:8]=2)[C:25]=1[C:26](=[O:27])[C:28]1[CH:33]=[CH:32][C:31]([CH:34]([CH3:36])[CH3:35])=[CH:30][CH:29]=1, predict the reactants needed to synthesize it. The reactants are: [CH:1]([C:4]1[CH:5]=[CH:6][C:7]([CH:10]=O)=[N:8][CH:9]=1)([CH3:3])[CH3:2].[NH2:12][C:13]1[N:14]=[N:15][C:16]([CH3:19])=[CH:17][CH:18]=1.C([O:22][C:23](=O)[C:24]([OH:37])=[CH:25][C:26]([C:28]1[CH:33]=[CH:32][C:31]([CH:34]([CH3:36])[CH3:35])=[CH:30][CH:29]=1)=[O:27])C.